The task is: Predict the product of the given reaction.. This data is from Forward reaction prediction with 1.9M reactions from USPTO patents (1976-2016). (1) Given the reactants [CH:1]1[CH:8]=[CH:7][CH:6]=[CH:5][CH:4]=[CH:3][CH:2]=1.[Li].[Li].C1C=CC=CC=CC=1.[F:19][C:20]([F:31])([F:30])[C:21]1[CH:26]=[CH:25][C:24]([P:27](Cl)Cl)=[CH:23][CH:22]=1.C([O:34]CC)C, predict the reaction product. The product is: [F:19][C:20]([F:31])([F:30])[C:21]1[CH:26]=[CH:25][C:24]([P:27]2(=[O:34])[C:6]3[CH2:7][CH2:8][C:1]2=[CH:2][CH:3]=[CH:4][CH:5]=3)=[CH:23][CH:22]=1.[PH3:27]. (2) Given the reactants [CH2:1]([C:5]1[N:10]=[C:9]([CH3:11])[N:8]([C:12]2[CH:17]=[CH:16][CH:15]=[C:14]([CH:18]([OH:20])[CH3:19])[CH:13]=2)[C:7](=[O:21])[C:6]=1[CH2:22][C:23]1[CH:28]=[CH:27][C:26]([C:29]2[CH:34]=[CH:33][CH:32]=[CH:31][C:30]=2[C:35]2[NH:39][C:38](=[O:40])[O:37][N:36]=2)=[CH:25][CH:24]=1)[CH2:2][CH2:3][CH3:4].CC(OI1(OC(C)=O)(OC(C)=O)OC(=O)C2C1=CC=CC=2)=O.C(OCC)(=O)C.S([O-])([O-])(=O)=S.[Na+].[Na+], predict the reaction product. The product is: [C:18]([C:14]1[CH:13]=[C:12]([N:8]2[C:7](=[O:21])[C:6]([CH2:22][C:23]3[CH:24]=[CH:25][C:26]([C:29]4[CH:34]=[CH:33][CH:32]=[CH:31][C:30]=4[C:35]4[NH:39][C:38](=[O:40])[O:37][N:36]=4)=[CH:27][CH:28]=3)=[C:5]([CH2:1][CH2:2][CH2:3][CH3:4])[N:10]=[C:9]2[CH3:11])[CH:17]=[CH:16][CH:15]=1)(=[O:20])[CH3:19]. (3) Given the reactants [F:1][C:2]1[CH:9]=[CH:8][C:5]([CH:6]=O)=[CH:4][CH:3]=1.S1C(C[CH:16]2[C:21](=[O:22])[O:20][C:19]([CH3:24])([CH3:23])[O:18][C:17]2=[O:25])=CC2C=CC=CC1=2.S1C(CC(C(O)=O)C(O)=O)=CC2C=CC=CC1=2, predict the reaction product. The product is: [F:1][C:2]1[CH:9]=[CH:8][C:5]([CH2:6][CH:16]2[C:21](=[O:22])[O:20][C:19]([CH3:24])([CH3:23])[O:18][C:17]2=[O:25])=[CH:4][CH:3]=1. (4) Given the reactants CC([Si](C1C=CC=CC=1)(C1C=CC=CC=1)[O:6][CH2:7][C@@H:8]1[CH2:14][C@@H:13]2[C@@H:11]([CH2:12]2)[CH2:10][N:9]1[S:15]([C:18]1[CH:23]=[CH:22][C:21]([CH3:24])=[CH:20][CH:19]=1)(=[O:17])=[O:16])(C)C.N1C=CC=CC=1.F, predict the reaction product. The product is: [CH3:24][C:21]1[CH:20]=[CH:19][C:18]([S:15]([N:9]2[C@H:8]([CH2:7][OH:6])[CH2:14][C@@H:13]3[C@@H:11]([CH2:12]3)[CH2:10]2)(=[O:17])=[O:16])=[CH:23][CH:22]=1. (5) Given the reactants [CH2:1]([O:8][CH2:9][CH2:10][CH2:11][CH2:12][CH2:13][CH2:14][C:15]1[O:19][N:18]=[C:17]([C:20]([OH:22])=O)[CH:16]=1)[C:2]1[CH:7]=[CH:6][CH:5]=[CH:4][CH:3]=1.OCCCCCCC1ON=C(C(O)=O)C=1.Cl.[O:39]1[CH2:43][CH2:42][CH:41]([CH2:44][NH2:45])[CH2:40]1.C(N(CC)CC)C.ON1C2C=CC=CC=2N=N1.Cl.C(N=C=NCCCN(C)C)C, predict the reaction product. The product is: [O:39]1[CH2:43][CH2:42][CH:41]([CH2:44][NH:45][C:20]([C:17]2[CH:16]=[C:15]([CH2:14][CH2:13][CH2:12][CH2:11][CH2:10][CH2:9][O:8][CH2:1][C:2]3[CH:3]=[CH:4][CH:5]=[CH:6][CH:7]=3)[O:19][N:18]=2)=[O:22])[CH2:40]1. (6) Given the reactants [NH2:1][C:2]1[C:11]([OH:12])=[C:10]2[C:5]([C:6](=[O:20])[C:7]([I:19])=[C:8]([C:13]3[CH:18]=[CH:17][CH:16]=[CH:15][CH:14]=3)[O:9]2)=[CH:4][CH:3]=1.[C:21]1(C)C=CC(S(O)(=O)=O)=CC=1, predict the reaction product. The product is: [I:19][C:7]1[C:6](=[O:20])[C:5]2[CH:4]=[CH:3][C:2]3[N:1]=[CH:21][O:12][C:11]=3[C:10]=2[O:9][C:8]=1[C:13]1[CH:18]=[CH:17][CH:16]=[CH:15][CH:14]=1.